This data is from Catalyst prediction with 721,799 reactions and 888 catalyst types from USPTO. The task is: Predict which catalyst facilitates the given reaction. (1) Reactant: [OH:1][C:2]1[CH:3]=[C:4]([C:11]([O:13][CH3:14])=[O:12])[S:5][C:6]=1[C:7]([O:9][CH3:10])=[O:8].S(=O)(=O)(O)O.[N+:20]([O-])([OH:22])=[O:21]. Product: [OH:1][C:2]1[C:3]([N+:20]([O-:22])=[O:21])=[C:4]([C:11]([O:13][CH3:14])=[O:12])[S:5][C:6]=1[C:7]([O:9][CH3:10])=[O:8]. The catalyst class is: 6. (2) Reactant: [CH3:1][O:2][C:3](=[O:14])[C:4]1[CH:9]=[C:8]([N+:10]([O-:12])=[O:11])[CH:7]=[CH:6][C:5]=1F.[NH:15]1[CH2:20][CH2:19][O:18][CH2:17][CH2:16]1.C(=O)([O-])[O-].[K+].[K+].O. Product: [CH3:1][O:2][C:3](=[O:14])[C:4]1[CH:9]=[C:8]([N+:10]([O-:12])=[O:11])[CH:7]=[CH:6][C:5]=1[N:15]1[CH2:20][CH2:19][O:18][CH2:17][CH2:16]1. The catalyst class is: 16. (3) Reactant: [Li+].[OH-].[Cl:3][C:4]1[CH:8]=[C:7]([CH:9]=[O:10])[NH:6][C:5]=1[C:11]([O:13]C)=[O:12]. Product: [Cl:3][C:4]1[CH:8]=[C:7]([CH:9]=[O:10])[NH:6][C:5]=1[C:11]([OH:13])=[O:12]. The catalyst class is: 36. (4) Reactant: [H-].[Na+].[NH:3]1[CH:7]=[N:6][CH:5]=[N:4]1.Cl[C:9]1[N:14]=[C:13]([O:15][C:16]2[CH:21]=[CH:20][C:19]([NH:22][C:23](=[O:29])[O:24][C:25]([CH3:28])([CH3:27])[CH3:26])=[CH:18][CH:17]=2)[CH:12]=[CH:11][N:10]=1.O. Product: [N:3]1([C:9]2[N:14]=[C:13]([O:15][C:16]3[CH:17]=[CH:18][C:19]([NH:22][C:23](=[O:29])[O:24][C:25]([CH3:27])([CH3:26])[CH3:28])=[CH:20][CH:21]=3)[CH:12]=[CH:11][N:10]=2)[CH:7]=[N:6][CH:5]=[N:4]1. The catalyst class is: 148. (5) The catalyst class is: 11. Product: [F:8][C:5]1[CH:4]=[CH:3][C:2]([S:29][CH3:28])=[CH:7][N:6]=1. Reactant: Br[C:2]1[CH:3]=[CH:4][C:5]([F:8])=[N:6][CH:7]=1.CN(CCN(C)C)C.C([Li])CCC.CCCCCC.[CH3:28][S:29]SC. (6) Reactant: [F:1][C:2]1[CH:7]=[CH:6][C:5]([NH:8][C:9]2[CH:14]=[CH:13][N:12]=[C:11]([NH:15][C:16]3[CH:24]=[CH:23][C:19]([C:20](O)=[O:21])=[CH:18][CH:17]=3)[N:10]=2)=[CH:4][C:3]=1[CH3:25].[CH3:26][NH:27][CH:28]1[CH2:33][CH2:32][N:31]([CH3:34])[CH2:30][CH2:29]1.F[P-](F)(F)(F)(F)F.N1(O[P+](N(C)C)(N(C)C)N(C)C)C2C=CC=CC=2N=N1.CCN(C(C)C)C(C)C. Product: [F:1][C:2]1[CH:7]=[CH:6][C:5]([NH:8][C:9]2[CH:14]=[CH:13][N:12]=[C:11]([NH:15][C:16]3[CH:17]=[CH:18][C:19]([C:20]([N:27]([CH3:26])[CH:28]4[CH2:33][CH2:32][N:31]([CH3:34])[CH2:30][CH2:29]4)=[O:21])=[CH:23][CH:24]=3)[N:10]=2)=[CH:4][C:3]=1[CH3:25]. The catalyst class is: 2. (7) Product: [C:23]([O:22][C:20]([N:1]([CH2:3][C:4]([OH:6])=[O:5])[CH3:2])=[O:21])([CH3:24])([CH3:25])[CH3:26]. The catalyst class is: 30. Reactant: [NH:1]([CH2:3][C:4]([OH:6])=[O:5])[CH3:2].C(=O)(O)[O-].[Na+].[C:20](O[C:20]([O:22][C:23]([CH3:26])([CH3:25])[CH3:24])=[O:21])([O:22][C:23]([CH3:26])([CH3:25])[CH3:24])=[O:21].Cl. (8) Reactant: [N:1]([C@H:4]1[CH2:8][CH2:7][C@H:6]([N:9]2[C:17](=[O:18])[C:16]3[C:11](=[CH:12][C:13]([Cl:20])=[C:14]([Cl:19])[CH:15]=3)[C:10]2=[O:21])[CH2:5]1)=[N+]=[N-].C(O)C. Product: [NH2:1][C@H:4]1[CH2:8][CH2:7][C@H:6]([N:9]2[C:17](=[O:18])[C:16]3[C:11](=[CH:12][C:13]([Cl:20])=[C:14]([Cl:19])[CH:15]=3)[C:10]2=[O:21])[CH2:5]1. The catalyst class is: 4.